Dataset: Full USPTO retrosynthesis dataset with 1.9M reactions from patents (1976-2016). Task: Predict the reactants needed to synthesize the given product. Given the product [CH3:22][NH:21][C:17]1[N:16]=[C:15]([C:13]2[CH:14]=[C:9]([NH:8][C:6](=[O:7])[C:5]3[CH:25]=[CH:26][C:2]([N:27]4[CH2:32][CH2:31][CH2:30][CH2:29][CH2:28]4)=[CH:3][CH:4]=3)[C:10](=[O:23])[NH:11][CH:12]=2)[CH:20]=[CH:19][N:18]=1, predict the reactants needed to synthesize it. The reactants are: Br[C:2]1[CH:26]=[CH:25][C:5]([C:6]([NH:8][C:9]2[C:10]([O:23]C)=[N:11][CH:12]=[C:13]([C:15]3[CH:20]=[CH:19][N:18]=[C:17]([NH:21][CH3:22])[N:16]=3)[CH:14]=2)=[O:7])=[CH:4][CH:3]=1.[NH:27]1[CH2:32][CH2:31][CH2:30][CH2:29][CH2:28]1.